This data is from Forward reaction prediction with 1.9M reactions from USPTO patents (1976-2016). The task is: Predict the product of the given reaction. (1) Given the reactants [CH:1]12[CH2:7][CH:4]([CH2:5][CH2:6]1)[CH2:3][CH:2]2[NH2:8].[CH2:9]([O:11][C:12]([C:14]1C(Cl)=NC(SC)=N[CH:19]=1)=[O:13])[CH3:10].C([O-])([O-])=O.[K+].[K+], predict the reaction product. The product is: [CH2:9]([O:11][C:12](=[O:13])[CH2:14][CH2:19][NH:8][CH:2]1[CH2:3][CH:4]2[CH2:7][CH:1]1[CH2:6][CH2:5]2)[CH3:10]. (2) Given the reactants [Cl:1][C:2]1[CH:7]=[CH:6][C:5]([CH3:8])=[C:4]([F:9])[CH:3]=1.[Mn]([O-])(=O)(=O)=[O:11].[K+].[OH2:16], predict the reaction product. The product is: [Cl:1][C:2]1[CH:7]=[CH:6][C:5]([C:8]([OH:11])=[O:16])=[C:4]([F:9])[CH:3]=1. (3) Given the reactants [CH2:1]([C:8]1[CH:9]=[C:10]([C:14](=[NH:18])OCC)[CH:11]=[CH:12][CH:13]=1)[C:2]1[CH:7]=[CH:6][CH:5]=[CH:4][CH:3]=1.C1(C)C=CC(S(O)(=O)=O)=CC=1.C(N[CH2:38][C:39](O)=[O:40])C1C=CC=CC=1.[F:42][C:43]([F:48])([F:47])[CH2:44][NH:45][NH2:46], predict the reaction product. The product is: [CH2:1]([C:8]1[CH:9]=[C:10]([C:14]2[NH:18][CH2:38][C:39](=[O:40])[N:45]([CH2:44][C:43]([F:48])([F:47])[F:42])[N:46]=2)[CH:11]=[CH:12][CH:13]=1)[C:2]1[CH:3]=[CH:4][CH:5]=[CH:6][CH:7]=1. (4) Given the reactants C([O:3][C:4](=[O:36])[CH2:5][CH2:6][NH:7][S:8]([C:11]1[S:15][C:14]([NH:16][C:17]([N:19](CC2CCCC2)[C:20]2[CH:25]=[CH:24][C:23]([S:26]([CH3:29])(=[O:28])=[O:27])=[CH:22][CH:21]=2)=[O:18])=[N:13][CH:12]=1)(=[O:10])=[O:9])C.[CH:37]1(CN(C2C=CC(S(C)(=O)=O)=CC=2)C(=O)NC2SC=C(CC(O)=O)N=2)[CH2:41][CH2:40][CH2:39][CH2:38]1.[CH:66]1(CNC2C=CC(S(C)(=O)=O)=CC=2)CCCC1.C(OC(=O)CCNS(C1SC(N)=NC=1)(=O)=O)C.COC([C@@H]1CCCN1S(C1SC(N)=NC=1)(=O)=O)=O, predict the reaction product. The product is: [CH:37]1([N:19]([C:20]2[CH:25]=[CH:24][C:23]([S:26]([CH3:29])(=[O:28])=[O:27])=[CH:22][CH:21]=2)[C:17](=[O:18])[N:16]([CH3:66])[C:14]2[S:15][C:11]([S:8]([NH:7][CH2:6][CH2:5][C:4]([OH:3])=[O:36])(=[O:9])=[O:10])=[CH:12][N:13]=2)[CH2:41][CH2:40][CH2:39][CH2:38]1. (5) Given the reactants [CH:1]([C@H:4]1[CH2:8][CH2:7][S:6](=[O:10])(=[O:9])[NH:5]1)([CH3:3])[CH3:2].Br[C:12]1[CH:17]=[CH:16][C:15]([C:18]([N:20]2[CH2:25][CH2:24][N:23]([C:26]3[C:31]([CH3:32])=[CH:30][C:29]([CH3:33])=[CH:28][N:27]=3)[CH2:22][CH2:21]2)=[O:19])=[C:14]([F:34])[CH:13]=1, predict the reaction product. The product is: [CH3:32][C:31]1[C:26]([N:23]2[CH2:24][CH2:25][N:20]([C:18]([C:15]3[CH:16]=[CH:17][C:12]([N:5]4[C@@H:4]([CH:1]([CH3:3])[CH3:2])[CH2:8][CH2:7][S:6]4(=[O:10])=[O:9])=[CH:13][C:14]=3[F:34])=[O:19])[CH2:21][CH2:22]2)=[N:27][CH:28]=[C:29]([CH3:33])[CH:30]=1. (6) Given the reactants C([N:4]1[C:12]2[C:7](=[CH:8][CH:9]=[C:10]([Br:13])[CH:11]=2)[C:6]([C:14]([C:20]2[CH:21]=[C:22]3[C:26](=[CH:27][CH:28]=2)[N:25]([C:29]2[CH:34]=[CH:33][C:32]([F:35])=[CH:31][CH:30]=2)[N:24]=[CH:23]3)([OH:19])[C:15]([F:18])([F:17])[F:16])=[CH:5]1)C=C.[O-][Mn](=O)(=O)=O.[K+].[CH3:42][C:43]([CH3:45])=[O:44].[OH2:46], predict the reaction product. The product is: [Br:13][C:10]1[CH:11]=[C:12]2[C:7]([C:6]([C:14]([C:20]3[CH:21]=[C:22]4[C:26](=[CH:27][CH:28]=3)[N:25]([C:29]3[CH:30]=[CH:31][C:32]([F:35])=[CH:33][CH:34]=3)[N:24]=[CH:23]4)([OH:19])[C:15]([F:17])([F:16])[F:18])=[CH:5][N:4]2[CH2:42][CH:43]([OH:44])[CH2:45][OH:46])=[CH:8][CH:9]=1.